From a dataset of Reaction yield outcomes from USPTO patents with 853,638 reactions. Predict the reaction yield, written as a fraction of the theoretical maximum amount of product (1.0 means a 100% yield; for example, 0.34 means a 34% yield). (1) The reactants are [N-:1]=[N+:2]=[N-:3].[Na+].[C:5]([C@@:7]1([OH:22])[C@H:11]([OH:12])[C:10](=[CH2:13])[O:9][C@H:8]1[N:14]1[CH:19]=[CH:18][C:17](=[O:20])[NH:16][C:15]1=[O:21])#[CH:6].[I:23]I. The catalyst is [Cl-].C([N+](CC)(CC)CC1C=CC=CC=1)C.C(#N)C.C1COCC1. The product is [N:1]([C@:10]1([CH2:13][I:23])[O:9][C@@H:8]([N:14]2[CH:19]=[CH:18][C:17](=[O:20])[NH:16][C:15]2=[O:21])[C@:7]([C:5]#[CH:6])([OH:22])[C@@H:11]1[OH:12])=[N+:2]=[N-:3]. The yield is 0.930. (2) The product is [Br:1][C:2]1[N:3]=[C:4]2[CH:10]=[CH:9][N:8]([S:19]([C:16]3[CH:17]=[CH:18][C:13]([CH3:23])=[CH:14][CH:15]=3)(=[O:21])=[O:20])[C:5]2=[N:6][CH:7]=1. The yield is 0.970. The catalyst is CN(C=O)C. The reactants are [Br:1][C:2]1[N:3]=[C:4]2[CH:10]=[CH:9][NH:8][C:5]2=[N:6][CH:7]=1.[H-].[Na+].[C:13]1([CH3:23])[CH:18]=[CH:17][C:16]([S:19](Cl)(=[O:21])=[O:20])=[CH:15][CH:14]=1.[OH-].[Na+]. (3) The reactants are C(O[C:4](=[O:17])[CH2:5][C:6]1([CH2:13][N+]([O-])=O)[CH2:10][C@@H:9]([CH3:11])[C@H:8]([CH3:12])[CH2:7]1)C.[CH3:18]O. The catalyst is [Ni]. The product is [CH3:11][C@H:9]1[C@H:8]([CH3:12])[CH2:7][C:6]2([CH2:5][C:4](=[O:17])[CH2:18][CH2:13]2)[CH2:10]1. The yield is 0.950. (4) The reactants are [OH:1][C:2]1([C:14]2[CH:18]=[CH:17][S:16][C:15]=2[C:19]2[CH:24]=[CH:23][CH:22]=[CH:21][C:20]=2O)[CH2:6][CH2:5][N:4]([C:7]([O:9][C:10]([CH3:13])([CH3:12])[CH3:11])=[O:8])[CH2:3]1.B(F)(F)F.O. The catalyst is C(Cl)Cl. The product is [S:16]1[C:15]2[C:19]3[CH:24]=[CH:23][CH:22]=[CH:21][C:20]=3[O:1][C:2]3([CH2:6][CH2:5][N:4]([C:7]([O:9][C:10]([CH3:13])([CH3:12])[CH3:11])=[O:8])[CH2:3]3)[C:14]=2[CH:18]=[CH:17]1. The yield is 0.920. (5) The reactants are [C:1]1([C:7]2[NH:8][CH:9]=[C:10]([CH:12]=[O:13])[N:11]=2)[CH:6]=[CH:5][CH:4]=[CH:3][CH:2]=1.[H-].[Na+].[F:16][C:17]1[CH:22]=[CH:21][CH:20]=[C:19]([F:23])[C:18]=1[S:24](Cl)(=[O:26])=[O:25].O. The catalyst is O1CCCC1. The product is [F:16][C:17]1[CH:22]=[CH:21][CH:20]=[C:19]([F:23])[C:18]=1[S:24]([N:8]1[CH:9]=[C:10]([CH:12]=[O:13])[N:11]=[C:7]1[C:1]1[CH:2]=[CH:3][CH:4]=[CH:5][CH:6]=1)(=[O:26])=[O:25]. The yield is 0.670. (6) The reactants are C[O:2][C:3]([C:5]1[C:9]([C:10]2[CH:15]=[CH:14][C:13]([F:16])=[CH:12][CH:11]=2)=[N:8][N:7]([CH3:17])[N:6]=1)=[O:4].[OH-].[Na+].Cl. The catalyst is O. The product is [F:16][C:13]1[CH:14]=[CH:15][C:10]([C:9]2[C:5]([C:3]([OH:4])=[O:2])=[N:6][N:7]([CH3:17])[N:8]=2)=[CH:11][CH:12]=1. The yield is 0.910. (7) The reactants are C(N(C(C)C)CC)(C)C.[F:10][C:11]1[CH:16]=[CH:15][C:14]([CH2:17][NH2:18])=[CH:13][CH:12]=1.[C:19](=[O:30])([O:25][C:26](Cl)(Cl)Cl)OC(Cl)(Cl)Cl.O[C@H]1[CH2:51][N:35]2[C:36](=[O:50])[N:37]([C:39]3[CH:44]=[CH:43][C:42]([O:45][C:46]([F:49])([F:48])[F:47])=[CH:41][CH:40]=3)[CH2:38][C@@H:34]2[CH2:33]1. The catalyst is ClCCl.O. The product is [O:50]=[C:36]1[N:35]2[CH2:51][C@H:26]([O:25][C:19](=[O:30])[NH:18][CH2:17][C:14]3[CH:15]=[CH:16][C:11]([F:10])=[CH:12][CH:13]=3)[CH2:33][C@H:34]2[CH2:38][N:37]1[C:39]1[CH:40]=[CH:41][C:42]([O:45][C:46]([F:49])([F:47])[F:48])=[CH:43][CH:44]=1. The yield is 0.330. (8) The reactants are [CH3:1][C:2]([CH3:6])(O)[C:3]#[N:4].[NH:7]1[CH2:12][CH2:11][O:10][CH2:9][CH2:8]1. The catalyst is CC(C)=O. The product is [CH3:1][C:2]([N:7]1[CH2:12][CH2:11][O:10][CH2:9][CH2:8]1)([CH3:6])[C:3]#[N:4]. The yield is 1.00. (9) The reactants are [Cl:1][C:2]1[C:3]([C:8]2[CH:16]=[CH:15][C:11]([C:12]([OH:14])=O)=[CH:10][CH:9]=2)=[N:4][CH:5]=[CH:6][CH:7]=1.C(Cl)(=O)C(Cl)=O.[F:23][C:24]([F:33])([F:32])[C:25]1[CH:31]=[CH:30][C:28]([NH2:29])=[CH:27][CH:26]=1.C(N(CC)CC)C.C([O-])([O-])=O.[Na+].[Na+]. The catalyst is C(Cl)Cl.CN(C=O)C. The product is [Cl:1][C:2]1[C:3]([C:8]2[CH:9]=[CH:10][C:11]([C:12]([NH:29][C:28]3[CH:30]=[CH:31][C:25]([C:24]([F:23])([F:32])[F:33])=[CH:26][CH:27]=3)=[O:14])=[CH:15][CH:16]=2)=[N:4][CH:5]=[CH:6][CH:7]=1. The yield is 0.496. (10) The product is [C:1]([OH:10])(=[O:9])/[CH:2]=[CH:3]/[CH:4]=[CH:5]/[C:6]([OH:8])=[O:7]. The catalyst is C(O)CC. The yield is 0.730. The reactants are [C:1]([OH:10])(=[O:9])/[CH:2]=[CH:3]\[CH:4]=[CH:5]\[C:6]([OH:8])=[O:7].II.